This data is from Forward reaction prediction with 1.9M reactions from USPTO patents (1976-2016). The task is: Predict the product of the given reaction. (1) The product is: [Cl:1][C:2]1[CH:32]=[CH:31][C:5]([CH2:6][CH:7]([CH2:11][C:12](=[O:30])[N:13]2[CH2:18][CH2:17][CH:16]([N:19]3[CH2:28][C:27]4[C:22](=[CH:23][CH:24]=[CH:25][CH:26]=4)[NH:21][C:20]3=[O:29])[CH2:15][CH2:14]2)[C:8]([N:37]2[CH2:42][CH2:41][CH:40]([N:43]3[CH2:48][CH2:47][N:46]([CH2:49][C:50]([OH:52])=[O:51])[CH2:45][CH2:44]3)[CH2:39][CH2:38]2)=[O:10])=[CH:4][C:3]=1[C:33]([F:36])([F:34])[F:35]. Given the reactants [Cl:1][C:2]1[CH:32]=[CH:31][C:5]([CH2:6][CH:7]([CH2:11][C:12](=[O:30])[N:13]2[CH2:18][CH2:17][CH:16]([N:19]3[CH2:28][C:27]4[C:22](=[CH:23][CH:24]=[CH:25][CH:26]=4)[NH:21][C:20]3=[O:29])[CH2:15][CH2:14]2)[C:8]([OH:10])=O)=[CH:4][C:3]=1[C:33]([F:36])([F:35])[F:34].[NH:37]1[CH2:42][CH2:41][CH:40]([N:43]2[CH2:48][CH2:47][N:46]([CH2:49][C:50]([O:52]CC)=[O:51])[CH2:45][CH2:44]2)[CH2:39][CH2:38]1, predict the reaction product. (2) Given the reactants [Cl:1][C:2]1[C:7]([CH:8]=[O:9])=[CH:6][N:5]=[C:4]2[N:10]([CH2:13][O:14][CH2:15][CH2:16][Si:17]([CH3:20])([CH3:19])[CH3:18])[CH:11]=[CH:12][C:3]=12.S(=O)(=O)([OH:23])N.CC(=CC)C.Cl([O-])=O.[Na+].[OH-].[Na+], predict the reaction product. The product is: [Cl:1][C:2]1[C:7]([C:8]([OH:23])=[O:9])=[CH:6][N:5]=[C:4]2[N:10]([CH2:13][O:14][CH2:15][CH2:16][Si:17]([CH3:20])([CH3:19])[CH3:18])[CH:11]=[CH:12][C:3]=12.